From a dataset of Peptide-MHC class I binding affinity with 185,985 pairs from IEDB/IMGT. Regression. Given a peptide amino acid sequence and an MHC pseudo amino acid sequence, predict their binding affinity value. This is MHC class I binding data. The peptide sequence is EKTQYTNDF. The MHC is HLA-B15:03 with pseudo-sequence HLA-B15:03. The binding affinity (normalized) is 0.379.